Dataset: Reaction yield outcomes from USPTO patents with 853,638 reactions. Task: Predict the reaction yield, written as a fraction of the theoretical maximum amount of product (1.0 means a 100% yield; for example, 0.34 means a 34% yield). (1) The reactants are COC1C=CC(C[N:8]2[C:12]3=[N:13][CH:14]=[CH:15][C:16]([O:17][C:18]4[CH:23]=[CH:22][C:21]([NH:24][C:25]5[N:40]=[CH:39][CH:38]=[CH:37][C:26]=5[C:27]([NH:29][C:30]5[CH:35]=[CH:34][C:33]([F:36])=[CH:32][CH:31]=5)=[O:28])=[CH:20][C:19]=4[F:41])=[C:11]3[C:10]([NH:42][CH:43]3[CH2:48][CH2:47][N:46]([CH3:49])[CH2:45][CH2:44]3)=[N:9]2)=CC=1.C(O)(C(F)(F)F)=O. No catalyst specified. The product is [F:41][C:19]1[CH:20]=[C:21]([NH:24][C:25]2[N:40]=[CH:39][CH:38]=[CH:37][C:26]=2[C:27]([NH:29][C:30]2[CH:35]=[CH:34][C:33]([F:36])=[CH:32][CH:31]=2)=[O:28])[CH:22]=[CH:23][C:18]=1[O:17][C:16]1[CH:15]=[CH:14][N:13]=[C:12]2[NH:8][N:9]=[C:10]([NH:42][CH:43]3[CH2:48][CH2:47][N:46]([CH3:49])[CH2:45][CH2:44]3)[C:11]=12. The yield is 0.460. (2) The reactants are [CH2:1]([N:3]([CH3:51])[CH2:4][C:5]([N:7]1[C:16]2[C:11](=[CH:12][C:13]([O:49][CH3:50])=[C:14]([NH:17][C:18]3[N:19]=[C:20]([NH:37][C:38]4[CH:47]=[CH:46][CH:45]=[C:44]([F:48])[C:39]=4[C:40]([NH:42][CH3:43])=[O:41])[C:21]4[CH:26]=[CH:25][N:24](S(C5C=CC(C)=CC=5)(=O)=O)[C:22]=4[N:23]=3)[CH:15]=2)[CH2:10][CH2:9][CH2:8]1)=[O:6])[CH3:2].[OH-].[Na+].C(OCC)(=O)C.C1COCC1. The catalyst is O1CCOCC1. The product is [CH2:1]([N:3]([CH3:51])[CH2:4][C:5]([N:7]1[C:16]2[C:11](=[CH:12][C:13]([O:49][CH3:50])=[C:14]([NH:17][C:18]3[NH:23][C:22]4=[N:24][CH:25]=[CH:26][C:21]4=[C:20]([NH:37][C:38]4[CH:47]=[CH:46][CH:45]=[C:44]([F:48])[C:39]=4[C:40]([NH:42][CH3:43])=[O:41])[N:19]=3)[CH:15]=2)[CH2:10][CH2:9][CH2:8]1)=[O:6])[CH3:2]. The yield is 0.350. (3) The reactants are [O:1]=[C:2]1[CH2:7][CH2:6][CH:5]([C:8]([O:10][CH2:11][CH3:12])=[O:9])[CH2:4][CH2:3]1.[CH2:13](O)[CH2:14][OH:15].C(OC(OCC)OCC)C.CC1C=CC(S(O)(=O)=O)=CC=1. The catalyst is C(Cl)Cl. The product is [O:15]1[C:2]2([CH2:7][CH2:6][CH:5]([C:8]([O:10][CH2:11][CH3:12])=[O:9])[CH2:4][CH2:3]2)[O:1][CH2:13][CH2:14]1. The yield is 1.00. (4) The yield is 0.920. The reactants are [NH3:1].[CH3:2][O:3][C:4]1[CH:9]=[C:8]([CH3:10])[C:7]([S:11](Cl)(=[O:13])=[O:12])=[C:6]([CH3:15])[C:5]=1[CH3:16].C(Cl)Cl. The catalyst is CC(C)=O. The product is [CH3:2][O:3][C:4]1[CH:9]=[C:8]([CH3:10])[C:7]([S:11]([NH2:1])(=[O:13])=[O:12])=[C:6]([CH3:15])[C:5]=1[CH3:16]. (5) The reactants are [Cl:1][C:2]1[CH:3]=[N:4][N:5]([CH3:27])[C:6]=1[C:7]1[CH:8]=[C:9]([NH:14][C:15](=[O:26])[C:16]2[CH:21]=[CH:20][CH:19]=[C:18]([C:22]([F:25])([F:24])[F:23])[CH:17]=2)[CH:10]=[CH:11][C:12]=1[OH:13].C(=O)([O-])[O-].[K+].[K+].Br[CH2:35][C:36]([NH2:38])=[O:37]. The catalyst is CC(C)=O. The product is [C:36]([CH2:35][O:13][C:12]1[CH:11]=[CH:10][C:9]([NH:14][C:15](=[O:26])[C:16]2[CH:21]=[CH:20][CH:19]=[C:18]([C:22]([F:23])([F:24])[F:25])[CH:17]=2)=[CH:8][C:7]=1[C:6]1[N:5]([CH3:27])[N:4]=[CH:3][C:2]=1[Cl:1])(=[O:37])[NH2:38]. The yield is 0.830.